From a dataset of Catalyst prediction with 721,799 reactions and 888 catalyst types from USPTO. Predict which catalyst facilitates the given reaction. (1) The catalyst class is: 1. Product: [Cl:20][CH2:21][CH2:22][NH:23][C:24]([NH:17][C@@H:14]1[CH2:15][CH2:16][O:12][CH2:13]1)=[O:25]. Reactant: C1(C)C=CC(S(O)(=O)=O)=CC=1.[O:12]1[CH2:16][CH2:15][C@@H:14]([NH2:17])[CH2:13]1.[H-].[Na+].[Cl:20][CH2:21][CH2:22][N:23]=[C:24]=[O:25]. (2) Reactant: [CH3:1][O:2][C:3]([C:5]1[N:6]([CH2:26][C:27]2[CH:35]=[CH:34][C:30]3[O:31][CH2:32][O:33][C:29]=3[CH:28]=2)[C:7](=[O:25])[C:8]2[C:13]([C:14]=1[C:15]1[CH:20]=[CH:19][CH:18]=[CH:17][CH:16]=1)=[CH:12][C:11]([C:21]([O:23]C)=[O:22])=[CH:10][CH:9]=2)=[O:4].CO.[OH-].[Na+]. Product: [CH3:1][O:2][C:3]([C:5]1[N:6]([CH2:26][C:27]2[CH:35]=[CH:34][C:30]3[O:31][CH2:32][O:33][C:29]=3[CH:28]=2)[C:7](=[O:25])[C:8]2[C:13]([C:14]=1[C:15]1[CH:16]=[CH:17][CH:18]=[CH:19][CH:20]=1)=[CH:12][C:11]([C:21]([OH:23])=[O:22])=[CH:10][CH:9]=2)=[O:4]. The catalyst class is: 1. (3) The catalyst class is: 22. Reactant: [Br:1][C:2]1[CH:7]=[CH:6][C:5]([S:8](Cl)(=[O:10])=[O:9])=[CH:4][CH:3]=1.[CH3:12][NH:13][CH2:14][CH2:15][OH:16]. Product: [Br:1][C:2]1[CH:7]=[CH:6][C:5]([S:8]([N:13]([CH2:14][CH2:15][OH:16])[CH3:12])(=[O:10])=[O:9])=[CH:4][CH:3]=1. (4) Reactant: [CH2:1]([O:8][C:9]1[C:14]([C:15]2[CH:20]=[CH:19][C:18]([OH:21])=[CH:17][CH:16]=2)=[CH:13][C:12]([C:22]([O:24][CH3:25])=[O:23])=[CH:11][CH:10]=1)[C:2]1[CH:7]=[CH:6][CH:5]=[CH:4][CH:3]=1.[CH2:26]([O:28][CH2:29][CH2:30]Cl)[CH3:27].C(=O)([O-])[O-].[K+].[K+]. The catalyst class is: 42. Product: [CH2:1]([O:8][C:9]1[C:14]([C:15]2[CH:20]=[CH:19][C:18]([O:21][CH2:27][CH2:26][O:28][CH2:29][CH3:30])=[CH:17][CH:16]=2)=[CH:13][C:12]([C:22]([O:24][CH3:25])=[O:23])=[CH:11][CH:10]=1)[C:2]1[CH:3]=[CH:4][CH:5]=[CH:6][CH:7]=1. (5) Reactant: [CH:1]1([CH2:4][N:5]2[CH:10]=[C:9]([C:11]3[CH:16]=[CH:15][CH:14]=[CH:13][CH:12]=3)[CH:8]=[C:7]([NH:17]C(=O)OCC3C=CC=CC=3)[C:6]2=[O:28])[CH2:3][CH2:2]1. Product: [NH2:17][CH:7]1[CH2:8][CH:9]([C:11]2[CH:12]=[CH:13][CH:14]=[CH:15][CH:16]=2)[CH2:10][N:5]([CH2:4][CH:1]2[CH2:3][CH2:2]2)[C:6]1=[O:28]. The catalyst class is: 63. (6) Reactant: [C:1]1([C:7]2[CH:8]=[CH:9][C:10]3[O:14][C:13]([CH2:15][O:16][C:17](=[O:33])[NH:18]C4C=CC(C5C=CC=CC=5)=CC=4C#N)=[CH:12][C:11]=3[CH:34]=2)[CH:6]=[CH:5][CH:4]=[CH:3][CH:2]=1.[N-]=[N+]=[N-].[Na+].[Cl-].[NH4+].C(OCC)(=O)C. Product: [C:1]1([C:7]2[CH:8]=[CH:9][C:10]3[O:14][C:13]([CH2:15][O:16][C:17](=[O:33])[NH2:18])=[CH:12][C:11]=3[CH:34]=2)[CH:2]=[CH:3][CH:4]=[CH:5][CH:6]=1. The catalyst class is: 3. (7) Reactant: [BH4-].[Na+].[Br:3][C:4]1[C:12]2[N:11]=[C:10]([C:13]3[CH:18]=[CH:17][C:16]([CH:19]([CH3:21])[CH3:20])=[CH:15][CH:14]=3)[N:9]([CH2:22][CH2:23][O:24][CH3:25])[C:8]=2[C:7]([O:26][CH3:27])=[CH:6][C:5]=1[CH:28]=[O:29]. Product: [Br:3][C:4]1[C:12]2[N:11]=[C:10]([C:13]3[CH:14]=[CH:15][C:16]([CH:19]([CH3:21])[CH3:20])=[CH:17][CH:18]=3)[N:9]([CH2:22][CH2:23][O:24][CH3:25])[C:8]=2[C:7]([O:26][CH3:27])=[CH:6][C:5]=1[CH2:28][OH:29]. The catalyst class is: 8.